Dataset: Reaction yield outcomes from USPTO patents with 853,638 reactions. Task: Predict the reaction yield, written as a fraction of the theoretical maximum amount of product (1.0 means a 100% yield; for example, 0.34 means a 34% yield). The reactants are Cl.Cl.[F:3][C:4]1[CH:5]=[CH:6][C:7]([CH2:10][NH2:11])=[N:8][CH:9]=1.C(N(CC)CC)C.[C:19](=S)=[S:20]. The catalyst is CO. The product is [F:3][C:4]1[CH:5]=[CH:6][C:7]2[N:8]([C:19](=[S:20])[NH:11][CH:10]=2)[CH:9]=1. The yield is 0.330.